This data is from Reaction yield outcomes from USPTO patents with 853,638 reactions. The task is: Predict the reaction yield, written as a fraction of the theoretical maximum amount of product (1.0 means a 100% yield; for example, 0.34 means a 34% yield). (1) The yield is 0.630. The catalyst is C1(C)C=CC=CC=1. The product is [Cl:1][C:2]1[CH:10]=[C:9]([Cl:11])[C:8]([N+:12]([O-:14])=[O:13])=[CH:7][C:3]=1[C:4]([NH:20][CH3:19])=[O:5]. The reactants are [Cl:1][C:2]1[CH:10]=[C:9]([Cl:11])[C:8]([N+:12]([O-:14])=[O:13])=[CH:7][C:3]=1[C:4](O)=[O:5].S(Cl)(Cl)=O.[CH3:19][NH2:20]. (2) The reactants are [CH2:1]([N:8]1[C:12]([NH2:13])=[CH:11][C:10]([C:14]([CH3:17])([CH3:16])[CH3:15])=[N:9]1)[C:2]1[CH:7]=[CH:6][CH:5]=[CH:4][CH:3]=1.Cl[C:19]([O:21][C:22]1[CH:27]=[CH:26][CH:25]=[CH:24][CH:23]=1)=[O:20]. No catalyst specified. The product is [CH2:1]([N:8]1[C:12]([NH:13][C:19](=[O:20])[O:21][C:22]2[CH:27]=[CH:26][CH:25]=[CH:24][CH:23]=2)=[CH:11][C:10]([C:14]([CH3:17])([CH3:16])[CH3:15])=[N:9]1)[C:2]1[CH:3]=[CH:4][CH:5]=[CH:6][CH:7]=1. The yield is 0.610. (3) The reactants are C(OC([NH:8][C@@H:9]1[CH2:14][CH2:13][CH2:12][N:11]([C:15]2[C:20]([CH:21]3[CH2:23][CH2:22]3)=[CH:19][N:18]=[C:17]3[N:24](C(OC(C)(C)C)=O)[CH:25]=[C:26]([NH:27][C:28](=[O:35])[C:29]4[CH:34]=[CH:33][CH:32]=[N:31][CH:30]=4)[C:16]=23)[CH2:10]1)=O)(C)(C)C.C(O)(C(F)(F)F)=O.[ClH:50]. The catalyst is CCOCC. The product is [ClH:50].[NH2:8][C@@H:9]1[CH2:14][CH2:13][CH2:12][N:11]([C:15]2[C:20]([CH:21]3[CH2:22][CH2:23]3)=[CH:19][N:18]=[C:17]3[NH:24][CH:25]=[C:26]([NH:27][C:28](=[O:35])[C:29]4[CH:34]=[CH:33][CH:32]=[N:31][CH:30]=4)[C:16]=23)[CH2:10]1. The yield is 0.480. (4) The reactants are [Cl:1][C:2]1[CH:20]=[C:19]([F:21])[CH:18]=[CH:17][C:3]=1[C:4]([NH:6][C:7]1[CH:12]=[CH:11][C:10]([F:13])=[C:9]([N+:14]([O-])=O)[CH:8]=1)=[O:5].Cl.[OH-].[Na+]. The catalyst is C(O)C. The product is [NH2:14][C:9]1[CH:8]=[C:7]([NH:6][C:4](=[O:5])[C:3]2[CH:17]=[CH:18][C:19]([F:21])=[CH:20][C:2]=2[Cl:1])[CH:12]=[CH:11][C:10]=1[F:13]. The yield is 0.890. (5) The catalyst is C(Cl)Cl.C(OCC)C. The yield is 0.0900. The product is [Si:21]([O:1][C:2]1[CH:7]=[CH:6][C:5]([N+:8]([O-:10])=[O:9])=[CH:4][C:3]=1[NH:11][C:12](=[O:20])[CH2:13][N:14]1[CH2:19][CH2:18][O:17][CH2:16][CH2:15]1)([C:24]([CH3:27])([CH3:26])[CH3:25])([CH3:23])[CH3:22]. The reactants are [OH:1][C:2]1[CH:7]=[CH:6][C:5]([N+:8]([O-:10])=[O:9])=[CH:4][C:3]=1[NH:11][C:12](=[O:20])[CH2:13][N:14]1[CH2:19][CH2:18][O:17][CH2:16][CH2:15]1.[Si:21](Cl)([C:24]([CH3:27])([CH3:26])[CH3:25])([CH3:23])[CH3:22].C(N(CC)CC)C. (6) The reactants are [Cl:1][C:2]1[CH:19]=[CH:18][C:5](/[CH:6]=[N:7]/[C:8]2[CH:16]=[CH:15][CH:14]=[C:13]3[C:9]=2[CH2:10][O:11][C:12]3=[O:17])=[CH:4][CH:3]=1.[CH3:20][N:21]1[CH:25]=[CH:24][N:23]=[C:22]1[CH:26]=O.[O-:28][CH2:29][CH3:30].[Na+].C(O)C. The catalyst is C(OCC)(=O)CC. The product is [Cl:1][C:2]1[CH:3]=[CH:4][C:5]([CH:6]2[CH:26]([C:22]3[N:21]([CH3:20])[CH:25]=[CH:24][N:23]=3)[C:29](=[O:28])[C:30]3[C:13]([C:12]([O:11][CH2:10][CH3:9])=[O:17])=[CH:14][CH:15]=[CH:16][C:8]=3[NH:7]2)=[CH:18][CH:19]=1. The yield is 0.200. (7) The reactants are C1C=CC(P(C2C(C3C(P(C4C=CC=CC=4)C4C=CC=CC=4)=CC=C4C=3C=CC=C4)=C3C(C=CC=C3)=CC=2)C2C=CC=CC=2)=CC=1.[CH2:47]([N:50]1[CH2:55][CH2:54][NH:53][CH2:52][CH2:51]1)[CH:48]=[CH2:49].Cl[C:57]1[N:62]=[CH:61][C:60]([O:63][S:64]([C:67]2[CH:72]=[CH:71][C:70]([CH:73]([CH3:75])[CH3:74])=[CH:69][CH:68]=2)(=[O:66])=[O:65])=[CH:59][CH:58]=1. The catalyst is C1(C)C=CC=CC=1.C([O-])(=O)C.[Pd+2].C([O-])(=O)C. The product is [CH2:47]([N:50]1[CH2:55][CH2:54][N:53]([C:57]2[N:62]=[CH:61][C:60]([O:63][S:64]([C:67]3[CH:68]=[CH:69][C:70]([CH:73]([CH3:75])[CH3:74])=[CH:71][CH:72]=3)(=[O:66])=[O:65])=[CH:59][CH:58]=2)[CH2:52][CH2:51]1)[CH:48]=[CH2:49]. The yield is 0.210.